Dataset: Full USPTO retrosynthesis dataset with 1.9M reactions from patents (1976-2016). Task: Predict the reactants needed to synthesize the given product. (1) Given the product [Br:16][C:17]1[CH:18]=[C:19]([CH:14]([C:5]2[CH:6]=[CH:7][C:8]3[C:13](=[CH:12][CH:11]=[CH:10][CH:9]=3)[C:4]=2[N+:1]([O-:3])=[O:2])[OH:15])[CH:20]=[CH:21][CH:22]=1, predict the reactants needed to synthesize it. The reactants are: [N+:1]([C:4]1[C:13]2[C:8](=[CH:9][CH:10]=[CH:11][CH:12]=2)[CH:7]=[CH:6][C:5]=1[CH:14]=[O:15])([O-:3])=[O:2].[Br:16][C:17]1[CH:22]=[CH:21][CH:20]=[C:19](I)[CH:18]=1. (2) Given the product [Cl:4][C:5]1[N:21]=[CH:20][CH:19]=[C:18]([O:2][CH3:1])[C:6]=1[C:7]([NH:9][C:10]1[CH:15]=[CH:14][C:13]([F:16])=[CH:12][C:11]=1[F:17])=[O:8], predict the reactants needed to synthesize it. The reactants are: [CH3:1][O-:2].[Na+].[Cl:4][C:5]1[N:21]=[CH:20][CH:19]=[C:18](I)[C:6]=1[C:7]([NH:9][C:10]1[CH:15]=[CH:14][C:13]([F:16])=[CH:12][C:11]=1[F:17])=[O:8]. (3) Given the product [CH2:1]([O:8][C:9]1[C:10]([C:30]([O:32][C:33]([CH3:36])([CH3:35])[CH3:34])=[O:31])=[N:11][C:12]([CH2:16][CH:17]2[CH2:22][CH2:21][N:20]([C:23]3[N:24]=[CH:25][C:26]([C:39]4[CH:40]=[CH:41][CH:42]=[CH:43][N:38]=4)=[CH:27][CH:28]=3)[CH2:19][CH2:18]2)=[N:13][C:14]=1[CH3:15])[C:2]1[CH:7]=[CH:6][CH:5]=[CH:4][CH:3]=1, predict the reactants needed to synthesize it. The reactants are: [CH2:1]([O:8][C:9]1[C:10]([C:30]([O:32][C:33]([CH3:36])([CH3:35])[CH3:34])=[O:31])=[N:11][C:12]([CH2:16][CH:17]2[CH2:22][CH2:21][N:20]([C:23]3[CH:28]=[CH:27][C:26](Br)=[CH:25][N:24]=3)[CH2:19][CH2:18]2)=[N:13][C:14]=1[CH3:15])[C:2]1[CH:7]=[CH:6][CH:5]=[CH:4][CH:3]=1.[Br-].[N:38]1[CH:43]=[CH:42][CH:41]=[CH:40][C:39]=1[Zn+]. (4) Given the product [S:1]1[C:5]([CH2:6][CH:7]2[CH2:12][CH2:11][CH2:10][CH2:9][N:8]2[C:27]([C:25]2[CH:24]=[CH:23][CH:22]=[C:21]3[C:26]=2[N:17]=[CH:18][CH:19]=[CH:20]3)=[O:28])=[CH:4][C:3]2[CH:13]=[CH:14][CH:15]=[CH:16][C:2]1=2, predict the reactants needed to synthesize it. The reactants are: [S:1]1[C:5]([CH2:6][CH:7]2[CH2:12][CH2:11][CH2:10][CH2:9][NH:8]2)=[CH:4][C:3]2[CH:13]=[CH:14][CH:15]=[CH:16][C:2]1=2.[N:17]1[C:26]2[C:21](=[CH:22][CH:23]=[CH:24][C:25]=2[C:27](O)=[O:28])[CH:20]=[CH:19][CH:18]=1. (5) Given the product [CH:1]1([NH:4][C:5]([C:7]2[C:15]3[CH:14]=[C:13]([C:16]4[C:21]([CH3:22])=[CH:20][N:19]=[C:18]([NH:40][CH2:39][CH2:38][CH2:37][CH:33]5[CH2:34][CH2:35][CH2:36][NH:31][CH2:32]5)[N:17]=4)[S:12][C:11]=3[CH:10]=[CH:9][CH:8]=2)=[O:6])[CH2:3][CH2:2]1, predict the reactants needed to synthesize it. The reactants are: [CH:1]1([NH:4][C:5]([C:7]2[C:15]3[CH:14]=[C:13]([C:16]4[C:21]([CH3:22])=[CH:20][N:19]=[C:18](Cl)[N:17]=4)[S:12][C:11]=3[CH:10]=[CH:9][CH:8]=2)=[O:6])[CH2:3][CH2:2]1.C(OC([N:31]1[CH2:36][CH2:35][CH2:34][CH:33]([CH2:37][CH2:38][CH2:39][NH2:40])[CH2:32]1)=O)(C)(C)C.C(N(C(C)C)CC)(C)C.C([SiH](CC)CC)C.C(O)(C(F)(F)F)=O.[Li+].[OH-].